Dataset: HIV replication inhibition screening data with 41,000+ compounds from the AIDS Antiviral Screen. Task: Binary Classification. Given a drug SMILES string, predict its activity (active/inactive) in a high-throughput screening assay against a specified biological target. (1) The drug is CCN(CC)CCC(=O)OC1C(C)=CC(C)C(=O)CC(C(C)CC2CCC(O)C(OC)C2)OC(=O)C2CCCCN2C(=O)C(=O)C2(O)OC(CCC2C)CC(OC)C(C)=CC=CC=CC(C)CC(C)C(=O)C1OC.Cl. The result is 0 (inactive). (2) The molecule is CC(=O)NC(C)(C)C1CC=C(C)CC1. The result is 0 (inactive).